Dataset: Full USPTO retrosynthesis dataset with 1.9M reactions from patents (1976-2016). Task: Predict the reactants needed to synthesize the given product. (1) Given the product [CH3:20][O:19][C:5]1[CH:4]=[C:3]([CH:1]=[O:2])[CH:8]=[CH:7][C:6]=1[C:23]1[CH:24]=[CH:25][CH:26]=[C:21]([CH3:30])[CH:22]=1, predict the reactants needed to synthesize it. The reactants are: [CH:1]([C:3]1[CH:8]=[C:7](OC)[C:6](OS(C(F)(F)F)(=O)=O)=[C:5]([O:19][CH3:20])[CH:4]=1)=[O:2].[C:21]1(B(O)O)[CH:26]=[CH:25][CH:24]=[CH:23][CH:22]=1.[C:30](=O)([O-])[O-].[K+].[K+].O. (2) Given the product [NH:8]1[CH2:13][CH2:12][CH2:11][CH:10]([C:14]2[C:22]3[C:17](=[CH:18][CH:19]=[CH:20][CH:21]=3)[NH:16][CH:15]=2)[CH2:9]1, predict the reactants needed to synthesize it. The reactants are: C([N:8]1[CH2:13][CH2:12][CH:11]=[C:10]([C:14]2[C:22]3[C:17](=[CH:18][CH:19]=[CH:20][CH:21]=3)[NH:16][CH:15]=2)[CH2:9]1)C1C=CC=CC=1. (3) Given the product [Cl:29][CH2:28][O:27][C:25]([N:11]1[C@H:12]([CH3:15])[CH2:13][O:14][C@:9]([C:4]2[CH:3]=[C:2]([F:1])[CH:7]=[C:6]([F:8])[CH:5]=2)([OH:17])[C@@H:10]1[CH3:16])=[O:26], predict the reactants needed to synthesize it. The reactants are: [F:1][C:2]1[CH:3]=[C:4]([C@:9]2([OH:17])[O:14][CH2:13][C@@H:12]([CH3:15])[NH:11][C@H:10]2[CH3:16])[CH:5]=[C:6]([F:8])[CH:7]=1.C(=O)([O-])[O-].[K+].[K+].Cl[C:25]([O:27][CH2:28][Cl:29])=[O:26].CCCCCCC. (4) Given the product [F:9][C:10]1[CH:15]=[CH:14][C:13]([O:16][C:4]2[CH:3]=[C:2]([Br:1])[CH:7]=[CH:6][CH:5]=2)=[CH:12][CH:11]=1, predict the reactants needed to synthesize it. The reactants are: [Br:1][C:2]1[CH:7]=[CH:6][CH:5]=[C:4](I)[CH:3]=1.[F:9][C:10]1[CH:15]=[CH:14][C:13]([OH:16])=[CH:12][CH:11]=1.Cl.CN(C)CC(O)=O.C(=O)([O-])[O-].[Cs+].[Cs+]. (5) Given the product [CH3:19][Si:18]([CH3:21])([CH3:20])[C:16]#[C:17][C:5]1[CH:4]=[N:3][C:2]([C:15]#[C:14][Si:18]([CH3:20])([CH3:19])[CH3:16])=[CH:7][CH:6]=1, predict the reactants needed to synthesize it. The reactants are: Br[C:2]1[CH:7]=[CH:6][C:5](Br)=[CH:4][N:3]=1.C(N([CH2:14][CH3:15])CC)C.[C:16]([Si:18]([CH3:21])([CH3:20])[CH3:19])#[CH:17]. (6) Given the product [CH:1]1([NH:4][C:5](=[O:31])[C:6]2[CH:11]=[CH:10][C:9]([C:12]3[N:16]4[CH:17]=[C:18]([C:25]5[CH:30]=[CH:29][CH:28]=[CH:27][CH:26]=5)[N:19]=[C:20]([NH:38][CH2:37][CH2:36][O:35][CH2:34][C:33]([F:40])([F:39])[F:32])[C:15]4=[N:14][CH:13]=3)=[CH:8][CH:7]=2)[CH2:3][CH2:2]1, predict the reactants needed to synthesize it. The reactants are: [CH:1]1([NH:4][C:5](=[O:31])[C:6]2[CH:11]=[CH:10][C:9]([C:12]3[N:16]4[CH:17]=[C:18]([C:25]5[CH:30]=[CH:29][CH:28]=[CH:27][CH:26]=5)[N:19]=[C:20](S(C)(=O)=O)[C:15]4=[N:14][CH:13]=3)=[CH:8][CH:7]=2)[CH2:3][CH2:2]1.[F:32][C:33]([F:40])([F:39])[CH2:34][O:35][CH2:36][CH2:37][NH2:38]. (7) Given the product [Cl:1][C:2]1[CH:19]=[CH:18][C:5]([C:6](=[O:7])[CH2:8][C:9]([O:10][CH3:11])=[O:17])=[C:4]([O:20][CH3:21])[CH:3]=1, predict the reactants needed to synthesize it. The reactants are: [Cl:1][C:2]1[CH:19]=[CH:18][C:5]([C:6]([CH:8]2C(=O)O[C:11](C)(C)[O:10][C:9]2=[O:17])=[O:7])=[C:4]([O:20][CH3:21])[CH:3]=1. (8) Given the product [CH3:1][O:2][C:3]([C:5]1[N:6]=[C:7]([I:40])[C:8]2[CH:9]=[CH:10][N:11]([CH2:17][C:18]3[CH:23]=[CH:22][CH:21]=[CH:20][CH:19]=3)[C:12](=[O:16])[C:13]=2[C:14]=1[OH:15])=[O:4], predict the reactants needed to synthesize it. The reactants are: [CH3:1][O:2][C:3]([C:5]1[N:6]=[CH:7][C:8]2[CH:9]=[CH:10][N:11]([CH2:17][C:18]3[CH:23]=[CH:22][CH:21]=[CH:20][CH:19]=3)[C:12](=[O:16])[C:13]=2[C:14]=1[OH:15])=[O:4].CC1C=C(C)N=C(C)C=1.CC1C([IH+:40])=C(C)N=C(C)C=1.F[P-](F)(F)(F)(F)F.